Dataset: Forward reaction prediction with 1.9M reactions from USPTO patents (1976-2016). Task: Predict the product of the given reaction. (1) Given the reactants [Cl-].O[NH3+:3].[C:4](=[O:7])([O-])[OH:5].[Na+].CS(C)=O.[OH:13][C:14]([C:17]1[CH:57]=[CH:56][C:20]([O:21][C@@H:22]2[CH2:27][CH2:26][C@H:25]([N:28]3[C:33](=[O:34])[C:32]([CH2:35][C:36]4[CH:41]=[CH:40][C:39]([C:42]5[C:43]([C:48]#[N:49])=[CH:44][CH:45]=[CH:46][CH:47]=5)=[CH:38][CH:37]=4)=[C:31]([CH2:50][CH2:51][CH3:52])[N:30]4[N:53]=[CH:54][N:55]=[C:29]34)[CH2:24][CH2:23]2)=[CH:19][CH:18]=1)([CH3:16])[CH3:15], predict the reaction product. The product is: [OH:13][C:14]([C:17]1[CH:57]=[CH:56][C:20]([O:21][C@@H:22]2[CH2:27][CH2:26][C@H:25]([N:28]3[C:33](=[O:34])[C:32]([CH2:35][C:36]4[CH:41]=[CH:40][C:39]([C:42]5[CH:47]=[CH:46][CH:45]=[CH:44][C:43]=5[C:48]5[NH:3][C:4](=[O:7])[O:5][N:49]=5)=[CH:38][CH:37]=4)=[C:31]([CH2:50][CH2:51][CH3:52])[N:30]4[N:53]=[CH:54][N:55]=[C:29]34)[CH2:24][CH2:23]2)=[CH:19][CH:18]=1)([CH3:16])[CH3:15]. (2) Given the reactants C(N(CC(O)=O)CC(O)=O)CN(CC(O)=O)CC(O)=O.[Cl-].[K+].N[C@H](C(O)=O)CS.CCC(CCCCC(N[C@H](C([NH:47][C@H:48]([C:52]([NH:54][C@H:55]([C:59]([NH:61][C@@H:62]1[C:90](=[O:91])[NH:89][C@H:88]([CH2:92][CH2:93][NH2:94])[C:86](=[O:87])[NH:85][C@H:84]([CH2:95][C:96]2[CH:97]=[CH:98][CH:99]=[CH:100][CH:101]=2)[C:82](=[O:83])[NH:81][C@@H:80]([CH2:102][CH:103]([CH3:105])[CH3:104])[C:78](=[O:79])[NH:77][C@@H:76]([CH2:106][CH2:107][NH2:108])[C:74](=[O:75])[NH:73][C@@H:72]([CH2:109][CH2:110][NH2:111])[C:70](=[O:71])[NH:69][C@@H:68]([C@H:112]([OH:114])[CH3:113])[C:66](=[O:67])[NH:65][CH2:64][CH2:63]1)=[O:60])[CH2:56][CH2:57][NH2:58])=[O:53])[C@H:49]([OH:51])[CH3:50])=O)CCN)=O)C, predict the reaction product. The product is: [CH3:113][C@@H:112]([OH:114])[C@@H:68]1[NH:69][C:70](=[O:71])[C@H:72]([CH2:109][CH2:110][NH2:111])[NH:73][C:74](=[O:75])[C@H:76]([CH2:106][CH2:107][NH2:108])[NH:77][C:78](=[O:79])[C@H:80]([CH2:102][CH:103]([CH3:104])[CH3:105])[NH:81][C:82](=[O:83])[C@H:84]([CH2:95][C:96]2[CH:101]=[CH:100][CH:99]=[CH:98][CH:97]=2)[NH:85][C:86](=[O:87])[C@H:88]([CH2:92][CH2:93][NH2:94])[NH:89][C:90](=[O:91])[C@@H:62]([NH:61][C:59]([C@@H:55]([NH:54][C:52]([C@@H:48]([NH2:47])[C@H:49]([OH:51])[CH3:50])=[O:53])[CH2:56][CH2:57][NH2:58])=[O:60])[CH2:63][CH2:64][NH:65][C:66]1=[O:67]. (3) Given the reactants [F:1][C:2]1[CH:3]=[C:4]([C:27]([O:29][CH3:30])=[O:28])[C:5]2[C:6](=[O:26])[CH:7]([C:20]3[N:24]([CH3:25])[N:23]=[CH:22][N:21]=3)[CH:8]([C:13]3[CH:18]=[CH:17][C:16]([F:19])=[CH:15][CH:14]=3)[N:9](O)[C:10]=2[CH:11]=1.Cl, predict the reaction product. The product is: [F:1][C:2]1[CH:3]=[C:4]([C:27]([O:29][CH3:30])=[O:28])[C:5]2[C:6](=[O:26])[CH:7]([C:20]3[N:24]([CH3:25])[N:23]=[CH:22][N:21]=3)[CH:8]([C:13]3[CH:14]=[CH:15][C:16]([F:19])=[CH:17][CH:18]=3)[NH:9][C:10]=2[CH:11]=1. (4) Given the reactants [F:1][C:2]([F:11])([F:10])[O:3][C:4]1[CH:9]=[CH:8][CH:7]=[CH:6][CH:5]=1.CN(C)CCN(C)C.C([Li])(CC)C.[CH2:25]1[O:28][C@@H:26]1[CH3:27].B(F)(F)F.CCOCC.OS(O)(=O)=O, predict the reaction product. The product is: [F:1][C:2]([F:10])([F:11])[O:3][C:4]1[CH:9]=[CH:8][CH:7]=[CH:6][C:5]=1[CH2:25][C@H:26]([OH:28])[CH3:27]. (5) Given the reactants [NH2:1][C:2]1[C:3]([N:12]2[CH2:17][CH2:16][N:15]([C:18]3[CH:23]=[CH:22][CH:21]=[CH:20][C:19]=3[CH3:24])[CH2:14][CH2:13]2)=[CH:4][C:5]([Cl:11])=[C:6]([CH:10]=1)[C:7]([OH:9])=O.ClCCl.[CH:28]([N:31]([CH2:35][CH3:36])[CH:32](C)C)(C)C.[O:37]1[CH:41]=[CH:40][CH:39]=[C:38]1[C:42](Cl)=[O:43], predict the reaction product. The product is: [Cl:11][C:5]1[C:6]([C:7](=[O:9])[NH:15][CH2:18][C:19]2[CH:20]=[CH:21][CH:22]=[C:36]([CH2:35][N:31]([CH3:28])[CH3:32])[CH:24]=2)=[CH:10][C:2]([NH:1][C:42]([C:38]2[O:37][CH:41]=[CH:40][CH:39]=2)=[O:43])=[C:3]([N:12]2[CH2:13][CH2:14][N:15]([C:18]3[CH:23]=[CH:22][CH:21]=[CH:20][C:19]=3[CH3:24])[CH2:16][CH2:17]2)[CH:4]=1.